This data is from Forward reaction prediction with 1.9M reactions from USPTO patents (1976-2016). The task is: Predict the product of the given reaction. (1) Given the reactants [NH2:1][C:2]1[CH:7]=[CH:6][C:5]([C:8](=O)[CH:9](Br)[CH3:10])=[CH:4][C:3]=1[N+:13]([O-:15])=[O:14].[NH:16]([C:18](=[S:22])[O:19]CC)[NH2:17], predict the reaction product. The product is: [NH2:1][C:2]1[CH:7]=[CH:6][C:5]([C:8]2[CH:9]([CH3:10])[S:22][C:18](=[O:19])[NH:16][N:17]=2)=[CH:4][C:3]=1[N+:13]([O-:15])=[O:14]. (2) Given the reactants [CH3:1][N:2]([S:13]([C:16]1[CH:21]=[CH:20][C:19]([O:22][CH2:23][C:24]2[CH:33]=[CH:32][C:31]3[C:26](=[CH:27][CH:28]=[CH:29][CH:30]=3)[CH:25]=2)=[CH:18][CH:17]=1)(=[O:15])=[O:14])[CH:3]1[CH:8]2[CH2:9][CH:5]([CH2:6][CH2:7]2)[CH:4]1[C:10](O)=[O:11].Cl.CN(C)CCCN=C=NCC.[OH:46][N:47]1C2C=CC=CC=2N=N1.NO, predict the reaction product. The product is: [OH:46][NH:47][C:10]([C@@H:4]1[C@H:3]([N:2]([CH3:1])[S:13]([C:16]2[CH:21]=[CH:20][C:19]([O:22][CH2:23][C:24]3[CH:33]=[CH:32][C:31]4[C:26](=[CH:27][CH:28]=[CH:29][CH:30]=4)[CH:25]=3)=[CH:18][CH:17]=2)(=[O:15])=[O:14])[C@@H:8]2[CH2:9][C@H:5]1[CH2:6][CH2:7]2)=[O:11]. (3) Given the reactants N#N.[CH3:3][C:4]1([C:9]2[CH:14]=[CH:13][CH:12]=[C:11]([CH2:15][N:16]3[N:20]=[C:19]([N+:21]([O-])=O)[CH:18]=[N:17]3)[N:10]=2)[O:8][CH2:7][CH2:6][O:5]1.[NH4+].[Cl-], predict the reaction product. The product is: [CH3:3][C:4]1([C:9]2[N:10]=[C:11]([CH2:15][N:16]3[N:20]=[C:19]([NH2:21])[CH:18]=[N:17]3)[CH:12]=[CH:13][CH:14]=2)[O:8][CH2:7][CH2:6][O:5]1. (4) Given the reactants F[C:2]1[N:7]2[CH:8]=[C:9]([CH2:11][N:12]([CH3:23])[C@@H:13]3[C:22]4[N:21]=[CH:20][CH:19]=[CH:18][C:17]=4[CH2:16][CH2:15][CH2:14]3)[N:10]=[C:6]2[CH:5]=[CH:4][CH:3]=1.[CH3:24][NH:25][CH:26]1[CH2:30][N:29]([CH3:31])[CH2:28][CH2:27]1, predict the reaction product. The product is: [CH3:23][N:12]([CH2:11][C:9]1[N:10]=[C:6]2[CH:5]=[CH:4][CH:3]=[C:2]([N:25]([CH3:24])[CH:26]3[CH2:27][CH2:28][N:29]([CH3:31])[CH2:30]3)[N:7]2[CH:8]=1)[C@@H:13]1[C:22]2[N:21]=[CH:20][CH:19]=[CH:18][C:17]=2[CH2:16][CH2:15][CH2:14]1. (5) Given the reactants [CH2:1]([C:3]1[CH:4]=[C:5]([CH2:11][C@@H:12]([NH:16][C:17]([N:19]2[CH2:24][CH2:23][CH:22]([N:25]3[CH2:31][CH2:30][C:29]4[CH:32]=[CH:33][CH:34]=[CH:35][C:28]=4[NH:27][C:26]3=[O:36])[CH2:21][CH2:20]2)=[O:18])[C:13](O)=[O:14])[CH:6]=[CH:7][C:8]=1[CH2:9][CH3:10])[CH3:2].[N:37]1[CH:42]=[CH:41][C:40]([N:43]2[CH2:48][CH2:47][NH:46][CH2:45][CH2:44]2)=[CH:39][CH:38]=1, predict the reaction product. The product is: [CH2:1]([C:3]1[CH:4]=[C:5]([CH:6]=[CH:7][C:8]=1[CH2:9][CH3:10])[CH2:11][C@@H:12]([NH:16][C:17]([N:19]1[CH2:24][CH2:23][CH:22]([N:25]2[CH2:31][CH2:30][C:29]3[CH:32]=[CH:33][CH:34]=[CH:35][C:28]=3[NH:27][C:26]2=[O:36])[CH2:21][CH2:20]1)=[O:18])[C:13](=[O:14])[N:46]1[CH2:45][CH2:44][N:43]([C:40]2[CH:41]=[CH:42][N:37]=[CH:38][CH:39]=2)[CH2:48][CH2:47]1)[CH3:2]. (6) Given the reactants [CH2:1]([O:3][C:4](=[O:16])[CH2:5][S:6]([CH2:9][C:10]1[CH:15]=[CH:14][CH:13]=[CH:12][CH:11]=1)(=[O:8])=[O:7])[CH3:2].C1(C)C=CC(S([N:26]=[N+:27]=[N-])(=O)=O)=CC=1.C(N(CC)CC)C, predict the reaction product. The product is: [CH2:1]([O:3][C:4](=[O:16])[C:5]([S:6]([CH2:9][C:10]1[CH:11]=[CH:12][CH:13]=[CH:14][CH:15]=1)(=[O:8])=[O:7])=[N+:26]=[N-:27])[CH3:2]. (7) Given the reactants CN1CCOCC1.ON1C2C=CC=CC=2N=N1.Cl.C(N=C=NCCCN(C)C)C.[CH2:30]([N:37]([S:42]([C:45]1[CH:50]=[CH:49][C:48]([O:51][CH3:52])=[CH:47][CH:46]=1)(=[O:44])=[O:43])[CH2:38][C:39](O)=[O:40])[C:31]1[CH:36]=[CH:35][CH:34]=[CH:33][CH:32]=1.[NH2:53][C:54]1[S:55][S:56][C:57](=[S:59])[N:58]=1.Cl, predict the reaction product. The product is: [CH2:30]([N:37]([S:42]([C:45]1[CH:50]=[CH:49][C:48]([O:51][CH3:52])=[CH:47][CH:46]=1)(=[O:44])=[O:43])[CH2:38][C:39]([NH:53][C:54]1[S:55][S:56][C:57](=[S:59])[N:58]=1)=[O:40])[C:31]1[CH:36]=[CH:35][CH:34]=[CH:33][CH:32]=1.